From a dataset of Reaction yield outcomes from USPTO patents with 853,638 reactions. Predict the reaction yield, written as a fraction of the theoretical maximum amount of product (1.0 means a 100% yield; for example, 0.34 means a 34% yield). (1) The reactants are Cl[C:2]1[N:7]=[C:6]([CH3:8])[CH:5]=[CH:4][N:3]=1.[F-].[K+].C1OCCOCCOCCOCCOCCOC1.[NH2:29][C@H:30]1[C:39]2[C:34](=[CH:35][CH:36]=[C:37]([O:40][CH:41]3[CH2:45][CH2:44][O:43][CH2:42]3)[CH:38]=2)[N:33]([C:46](=[O:48])[CH3:47])[C@@H:32]([CH3:49])[C@@H:31]1[CH3:50].CCN(C(C)C)C(C)C. The catalyst is CS(C)=O. The product is [CH3:49][C@H:32]1[C@H:31]([CH3:50])[C@@H:30]([NH:29][C:2]2[N:7]=[C:6]([CH3:8])[CH:5]=[CH:4][N:3]=2)[C:39]2[C:34](=[CH:35][CH:36]=[C:37]([O:40][CH:41]3[CH2:45][CH2:44][O:43][CH2:42]3)[CH:38]=2)[N:33]1[C:46](=[O:48])[CH3:47]. The yield is 0.350. (2) The reactants are C([N:11]1[CH2:16][CH2:15][N:14]([C:17]2[CH:22]=[C:21]([Cl:23])[C:20]([Cl:24])=[CH:19][C:18]=2[N+:25]([O-])=O)[C@@H:13]([C:28]([OH:30])=O)[CH2:12]1)(OCC1C=CC=CC=1)=O. The catalyst is C(O)(=O)C.[Fe]. The product is [Cl:24][C:20]1[CH:19]=[C:18]2[C:17](=[CH:22][C:21]=1[Cl:23])[N:14]1[CH2:15][CH2:16][NH:11][CH2:12][C@@H:13]1[C:28](=[O:30])[NH:25]2. The yield is 0.761. (3) The yield is 0.370. The product is [CH2:1]([O:8][C:9]([N:11]1[CH2:16][CH2:15][CH:14]([C:17](=[O:26])[NH:18][C:19]2[CH:24]=[C:23]([C:32]3[CH:33]=[CH:34][CH:35]=[CH:36][C:31]=3[O:30][CH:27]([CH3:29])[CH3:28])[N:22]=[CH:21][N:20]=2)[CH2:13][CH2:12]1)=[O:10])[C:2]1[CH:7]=[CH:6][CH:5]=[CH:4][CH:3]=1. The catalyst is C(=O)([O-])[O-].[Na+].[Na+].O1CCOCC1.C([O-])(=O)C.[Pd+2].C([O-])(=O)C. The reactants are [CH2:1]([O:8][C:9]([N:11]1[CH2:16][CH2:15][CH:14]([C:17](=[O:26])[NH:18][C:19]2[CH:24]=[C:23](Cl)[N:22]=[CH:21][N:20]=2)[CH2:13][CH2:12]1)=[O:10])[C:2]1[CH:7]=[CH:6][CH:5]=[CH:4][CH:3]=1.[CH:27]([O:30][C:31]1[CH:36]=[CH:35][CH:34]=[CH:33][C:32]=1B(O)O)([CH3:29])[CH3:28].C1(P(C2C=CC=CC=2)C2C=CC=CC=2)C=CC=CC=1. (4) The reactants are [C:1]([C:3]1[CH:8]=[CH:7][C:6]([C:9]2[CH:14]=[CH:13][C:12]([O:15][CH2:16][CH2:17][CH2:18][CH2:19][CH2:20][CH2:21][C:22](=[O:27])[C:23](OC)=[O:24])=[CH:11][CH:10]=2)=[CH:5][CH:4]=1)#[N:2].[CH3:28][NH2:29].Cl. The catalyst is CC#N.CCN(CC)CC. The product is [C:1]([C:3]1[CH:8]=[CH:7][C:6]([C:9]2[CH:14]=[CH:13][C:12]([O:15][CH2:16][CH2:17][CH2:18][CH2:19][CH2:20][CH2:21][C:22](=[O:27])[C:23]([NH:29][CH3:28])=[O:24])=[CH:11][CH:10]=2)=[CH:5][CH:4]=1)#[N:2]. The yield is 0.440. (5) The reactants are [Cl:1][C:2]1[C:3]([NH:18][C:19]2[CH:27]=[CH:26][C:25]([F:28])=[CH:24][C:20]=2[C:21]([OH:23])=O)=[CH:4][C:5]([NH:8][C:9]2[N:13]([CH:14]([CH3:16])[CH3:15])[N:12]=[C:11]([CH3:17])[CH:10]=2)=[N:6][CH:7]=1.C1C=CC2[N:37]([OH:38])N=NC=2C=1.[CH2:39](Cl)CCl.CCN(C(C)C)C(C)C. The catalyst is CN(C)C=O.C(O)(=O)C.O. The product is [Cl:1][C:2]1[C:3]([NH:18][C:19]2[CH:27]=[CH:26][C:25]([F:28])=[CH:24][C:20]=2[C:21]([NH:37][O:38][CH3:39])=[O:23])=[CH:4][C:5]([NH:8][C:9]2[N:13]([CH:14]([CH3:15])[CH3:16])[N:12]=[C:11]([CH3:17])[CH:10]=2)=[N:6][CH:7]=1. The yield is 0.487. (6) The reactants are [CH2:1]([N:8]([C:16]12[CH2:23][CH2:22][C:19]([CH:24]([C:26]3[C:31]([Cl:32])=[CH:30][N:29]=[C:28]4[N:33]([Si:36]([CH:43]([CH3:45])[CH3:44])([CH:40]([CH3:42])[CH3:41])[CH:37]([CH3:39])[CH3:38])[CH:34]=[CH:35][C:27]=34)[OH:25])([CH2:20][CH2:21]1)[CH2:18][CH2:17]2)[C:9](=[O:15])[O:10][C:11]([CH3:14])([CH3:13])[CH3:12])[C:2]1[CH:7]=[CH:6][CH:5]=[CH:4][CH:3]=1.CC(OI1(OC(C)=O)(OC(C)=O)OC(=O)C2C=CC=CC1=2)=O. The catalyst is C(Cl)Cl. The product is [CH2:1]([N:8]([C:16]12[CH2:23][CH2:22][C:19]([C:24]([C:26]3[C:27]4[CH:35]=[CH:34][N:33]([Si:36]([CH:43]([CH3:45])[CH3:44])([CH:37]([CH3:39])[CH3:38])[CH:40]([CH3:41])[CH3:42])[C:28]=4[N:29]=[CH:30][C:31]=3[Cl:32])=[O:25])([CH2:20][CH2:21]1)[CH2:18][CH2:17]2)[C:9](=[O:15])[O:10][C:11]([CH3:13])([CH3:14])[CH3:12])[C:2]1[CH:7]=[CH:6][CH:5]=[CH:4][CH:3]=1. The yield is 0.770.